Dataset: Full USPTO retrosynthesis dataset with 1.9M reactions from patents (1976-2016). Task: Predict the reactants needed to synthesize the given product. (1) Given the product [NH2:8][C@@H:12](/[CH:13]=[C:14](/[C:17]1[CH:18]=[CH:19][C:20]([Cl:23])=[CH:21][CH:22]=1)\[CH2:15][CH3:16])[CH2:11][OH:10], predict the reactants needed to synthesize it. The reactants are: C(OC([N:8]1[C@@H:12](/[CH:13]=[C:14](/[C:17]2[CH:22]=[CH:21][C:20]([Cl:23])=[CH:19][CH:18]=2)\[CH2:15][CH3:16])[CH2:11][O:10]C1(C)C)=O)(C)(C)C.Cl.[OH-].[Na+]. (2) Given the product [C:10]1([C:8]2[N:9]=[C:4]3[N:3]=[C:2]([N:17]4[CH2:22][CH2:21][C:20]5([C:30]6[C:25](=[CH:26][CH:27]=[CH:28][CH:29]=6)[C:24](=[O:31])[O:23]5)[CH2:19][CH2:18]4)[NH:16][C:5]3=[N:6][CH:7]=2)[CH:15]=[CH:14][CH:13]=[CH:12][CH:11]=1, predict the reactants needed to synthesize it. The reactants are: Cl[C:2]1[NH:16][C:5]2=[N:6][CH:7]=[C:8]([C:10]3[CH:15]=[CH:14][CH:13]=[CH:12][CH:11]=3)[N:9]=[C:4]2[N:3]=1.[NH:17]1[CH2:22][CH2:21][C:20]2([C:30]3[C:25](=[CH:26][CH:27]=[CH:28][CH:29]=3)[C:24](=[O:31])[O:23]2)[CH2:19][CH2:18]1. (3) Given the product [CH:1]1([CH2:7][C@H:8]([N:12]2[CH2:20][C:19]3[C:14](=[CH:15][CH:16]=[CH:17][C:18]=3[F:21])[C:13]2=[O:22])[C:9]([NH:38][C:35]2[CH:36]=[CH:37][N:33]([CH2:32][CH2:31][O:30][CH3:29])[N:34]=2)=[O:11])[CH2:2][CH2:3][CH2:4][CH2:5][CH2:6]1, predict the reactants needed to synthesize it. The reactants are: [CH:1]1([CH2:7][C@H:8]([N:12]2[CH2:20][C:19]3[C:14](=[CH:15][CH:16]=[CH:17][C:18]=3[F:21])[C:13]2=[O:22])[C:9]([OH:11])=O)[CH2:6][CH2:5][CH2:4][CH2:3][CH2:2]1.C(Cl)(=O)C(Cl)=O.[CH3:29][O:30][CH2:31][CH2:32][N:33]1[CH:37]=[CH:36][C:35]([NH2:38])=[N:34]1.N1C(C)=CC=CC=1C. (4) Given the product [SH:9][CH2:10][CH:11]([O:15][CH2:16][CH3:17])[O:12][CH2:13][CH3:14], predict the reactants needed to synthesize it. The reactants are: C1(C([S:9][CH2:10][CH:11]([O:15][CH2:16][CH3:17])[O:12][CH2:13][CH3:14])=O)C=CC=CC=1.[OH-].[Na+].